From a dataset of Forward reaction prediction with 1.9M reactions from USPTO patents (1976-2016). Predict the product of the given reaction. (1) Given the reactants [C:1]([O:4][CH2:5][C:6]1[C:11](B2OC(C)(C)C(C)(C)O2)=[CH:10][CH:9]=[CH:8][C:7]=1[N:21]1[N:30]=[CH:29][C:28]2[C:23](=[C:24]([F:35])[CH:25]=[C:26]([C:31]([CH3:34])([CH3:33])[CH3:32])[CH:27]=2)[C:22]1=[O:36])(=[O:3])[CH3:2].Cl[C:38]1[CH:39]=[C:40]([NH:46][C:47]2[CH:52]=[CH:51][C:50]([O:53][C:54]([CH3:60])([CH3:59])[CH2:55][N:56]([CH3:58])[CH3:57])=[CH:49][N:48]=2)[C:41](=[O:45])[N:42]([CH3:44])[N:43]=1.CC(C1C=C(C(C)C)C(C2C=CC=CC=2P(C2CCCCC2)C2CCCCC2)=C(C(C)C)C=1)C.[O-]P([O-])([O-])=O.[K+].[K+].[K+], predict the reaction product. The product is: [C:31]([C:26]1[CH:27]=[C:28]2[C:23](=[C:24]([F:35])[CH:25]=1)[C:22](=[O:36])[N:21]([C:7]1[CH:8]=[CH:9][CH:10]=[C:11]([C:38]3[CH:39]=[C:40]([NH:46][C:47]4[CH:52]=[CH:51][C:50]([O:53][C:54]([CH3:59])([CH3:60])[CH2:55][N:56]([CH3:57])[CH3:58])=[CH:49][N:48]=4)[C:41](=[O:45])[N:42]([CH3:44])[N:43]=3)[C:6]=1[CH2:5][O:4][C:1](=[O:3])[CH3:2])[N:30]=[CH:29]2)([CH3:33])([CH3:34])[CH3:32]. (2) Given the reactants [CH3:1][S:2](Cl)(=[O:4])=[O:3].[CH:6]([NH:10][C:11]1[CH:12]=[C:13]([CH:17]=[C:18]([OH:20])[N:19]=1)[C:14]([OH:16])=[O:15])([CH2:8][CH3:9])[CH3:7].[CH2:21](N(CC)CC)C, predict the reaction product. The product is: [CH3:21][O:15][C:14](=[O:16])[C:13]1[CH:17]=[C:18]([O:20][S:2]([CH3:1])(=[O:4])=[O:3])[N:19]=[C:11]([NH:10][CH:6]([CH2:8][CH3:9])[CH3:7])[CH:12]=1.